Predict which catalyst facilitates the given reaction. From a dataset of Catalyst prediction with 721,799 reactions and 888 catalyst types from USPTO. Reactant: [Cl:1][C:2]1[N:3]=[C:4]([C:12](OC)=[O:13])[C:5]2[C:10]([CH:11]=1)=[CH:9][CH:8]=[CH:7][CH:6]=2.[BH4-].[Na+]. Product: [Cl:1][C:2]1[N:3]=[C:4]([CH2:12][OH:13])[C:5]2[C:10]([CH:11]=1)=[CH:9][CH:8]=[CH:7][CH:6]=2. The catalyst class is: 5.